This data is from Forward reaction prediction with 1.9M reactions from USPTO patents (1976-2016). The task is: Predict the product of the given reaction. Given the reactants [CH2:1]([N:4]1[C:8]2[CH2:9][CH2:10][CH:11]([C:14]([C@H:16]3[C@H:20]([C:21]4[CH:26]=[CH:25][CH:24]=[CH:23][CH:22]=4)[O:19][C:18]([CH3:28])([CH3:27])[O:17]3)=[O:15])[C:12](=[O:13])[C:7]=2[N:6]=[C:5]1[CH3:29])[CH:2]=[CH2:3], predict the reaction product. The product is: [CH2:1]([N:4]1[C:8]2[CH:9]=[CH:10][C:11]([C:14]([C@H:16]3[C@H:20]([C:21]4[CH:26]=[CH:25][CH:24]=[CH:23][CH:22]=4)[O:19][C:18]([CH3:28])([CH3:27])[O:17]3)=[O:15])=[C:12]([OH:13])[C:7]=2[N:6]=[C:5]1[CH3:29])[CH:2]=[CH2:3].